Dataset: Forward reaction prediction with 1.9M reactions from USPTO patents (1976-2016). Task: Predict the product of the given reaction. (1) Given the reactants [C:1]([O:5][C:6](=[O:32])[CH2:7][CH2:8][C:9]1[CH:14]=[CH:13][C:12]([O:15][CH2:16][CH2:17][C:18]2[N:19]=[C:20]([C:24]3[CH:29]=[CH:28][CH:27]=[CH:26][CH:25]=3)[O:21][C:22]=2[CH3:23])=[CH:11][C:10]=1[CH2:30][OH:31])([CH3:4])([CH3:3])[CH3:2].[CH3:33]I.[H-].[Na+], predict the reaction product. The product is: [C:1]([O:5][C:6](=[O:32])[CH2:7][CH2:8][C:9]1[CH:14]=[CH:13][C:12]([O:15][CH2:16][CH2:17][C:18]2[N:19]=[C:20]([C:24]3[CH:25]=[CH:26][CH:27]=[CH:28][CH:29]=3)[O:21][C:22]=2[CH3:23])=[CH:11][C:10]=1[CH2:30][O:31][CH3:33])([CH3:4])([CH3:2])[CH3:3]. (2) Given the reactants C1C(=O)N(OC(CCCCCNC([CH2:19][CH2:20][CH2:21][CH2:22][CH2:23][NH:24][C:25]([CH2:27][CH2:28][CH2:29][CH2:30][C@@H:31]2[S:35][CH2:34][C@@H:33]3[NH:36][C:37]([NH:39][C@H:32]23)=[O:38])=[O:26])=O)=O)C(=O)C1.C1(=O)[NH:44]C(=O)C=C1.[OH:47][C:48](CCCC[C@H]1[C@@H]2[C@@H](NC(N2)=O)CS1)=[O:49], predict the reaction product. The product is: [C:25]([NH:24][C@H:23]([C:48]([OH:49])=[O:47])[CH2:22][CH2:21][CH2:20][CH2:19][NH2:44])(=[O:26])[CH2:27][CH2:28][CH2:29][CH2:30][C@H:31]1[C@@H:32]2[C@@H:33]([NH:36][C:37]([NH:39]2)=[O:38])[CH2:34][S:35]1. (3) Given the reactants [ClH:1].[OH:2][CH2:3][CH2:4][O:5][C:6](=[O:13])[C:7]1[CH:12]=[CH:11][CH:10]=[CH:9][CH:8]=1.[CH2:14]=O, predict the reaction product. The product is: [C:6]([O:5][CH2:4][CH2:3][O:2][CH2:14][Cl:1])(=[O:13])[C:7]1[CH:12]=[CH:11][CH:10]=[CH:9][CH:8]=1.